From a dataset of CYP2D6 inhibition data for predicting drug metabolism from PubChem BioAssay. Regression/Classification. Given a drug SMILES string, predict its absorption, distribution, metabolism, or excretion properties. Task type varies by dataset: regression for continuous measurements (e.g., permeability, clearance, half-life) or binary classification for categorical outcomes (e.g., BBB penetration, CYP inhibition). Dataset: cyp2d6_veith. (1) The compound is O=C(NNC(=O)C1COc2ccccc2O1)c1ccccc1. The result is 0 (non-inhibitor). (2) The compound is CCc1ccc(N2CC(C)Cn3c2nc2c3c(=O)n(CCN3CCOCC3)c(=O)n2C)cc1. The result is 0 (non-inhibitor). (3) The compound is CCS(=O)(=O)N1CCC(C(=O)NCc2ccccc2OC)CC1. The result is 0 (non-inhibitor). (4) The molecule is O=C(Oc1ccccc1)N1CCC2(CCCN(c3ccncc3)C2)CC1. The result is 1 (inhibitor).